This data is from Reaction yield outcomes from USPTO patents with 853,638 reactions. The task is: Predict the reaction yield, written as a fraction of the theoretical maximum amount of product (1.0 means a 100% yield; for example, 0.34 means a 34% yield). The reactants are [F:1][C:2]([F:20])([F:19])[C:3]([NH:5][C:6]1[N:7]=[C:8]2[CH:13]=[CH:12][C:11]([C:14](OC)=[O:15])=[CH:10][N:9]2[CH:18]=1)=[O:4].[H-].[Al+3].[Li+].[H-].[H-].[H-]. The catalyst is C1COCC1. The product is [F:20][C:2]([F:1])([F:19])[C:3]([NH:5][C:6]1[N:7]=[C:8]2[CH:13]=[CH:12][C:11]([CH2:14][OH:15])=[CH:10][N:9]2[CH:18]=1)=[O:4]. The yield is 0.520.